From a dataset of Reaction yield outcomes from USPTO patents with 853,638 reactions. Predict the reaction yield, written as a fraction of the theoretical maximum amount of product (1.0 means a 100% yield; for example, 0.34 means a 34% yield). (1) The reactants are Br[C:2]1[CH:8]=[C:7]([C:9]([F:12])([F:11])[F:10])[C:6]([N+:13]([O-:15])=[O:14])=[CH:5][C:3]=1[NH2:4].CCN(CC)CC.[C:23]([Si:25]([CH3:28])([CH3:27])[CH3:26])#[CH:24]. The catalyst is C1(C)C=CC=CC=1.O.[Cu]I.Cl[Pd](Cl)([P](C1C=CC=CC=1)(C1C=CC=CC=1)C1C=CC=CC=1)[P](C1C=CC=CC=1)(C1C=CC=CC=1)C1C=CC=CC=1. The product is [N+:13]([C:6]1[C:7]([C:9]([F:12])([F:11])[F:10])=[CH:8][C:2]([C:24]#[C:23][Si:25]([CH3:28])([CH3:27])[CH3:26])=[C:3]([CH:5]=1)[NH2:4])([O-:15])=[O:14]. The yield is 0.570. (2) The reactants are [CH2:1]([C:8]1[S:12][C:11]([NH2:13])=[N:10][C:9]=1[C:14]1[CH:19]=[CH:18][C:17]([O:20][CH3:21])=[CH:16][CH:15]=1)[C:2]1[CH:7]=[CH:6][CH:5]=[CH:4][CH:3]=1.C(N(CC)CC)C.[C:29](Cl)(=[O:36])[C:30]1[CH:35]=[CH:34][CH:33]=[CH:32][CH:31]=1. The catalyst is C(OCC)(=O)C. The product is [CH2:1]([C:8]1[S:12][C:11]([NH:13][C:29](=[O:36])[C:30]2[CH:35]=[CH:34][CH:33]=[CH:32][CH:31]=2)=[N:10][C:9]=1[C:14]1[CH:15]=[CH:16][C:17]([O:20][CH3:21])=[CH:18][CH:19]=1)[C:2]1[CH:3]=[CH:4][CH:5]=[CH:6][CH:7]=1. The yield is 0.574. (3) The reactants are [O:1]=[C:2]1[C:11]2[C:6](=[CH:7][CH:8]=[C:9]([C:12]([O:14][CH2:15][CH3:16])=[O:13])[CH:10]=2)[N:5]=[CH:4][NH:3]1.[Br:17][C:18]1[CH:19]=[C:20]([CH:23]=[CH:24][CH:25]=1)[CH2:21]Br.C(=O)([O-])[O-].[Cs+].[Cs+].C(#N)C. The catalyst is CN(C=O)C. The product is [Br:17][C:18]1[CH:19]=[C:20]([CH:23]=[CH:24][CH:25]=1)[CH2:21][N:3]1[C:2](=[O:1])[C:11]2[C:6](=[CH:7][CH:8]=[C:9]([C:12]([O:14][CH2:15][CH3:16])=[O:13])[CH:10]=2)[N:5]=[CH:4]1. The yield is 0.680. (4) The yield is 0.950. The reactants are [F:1][C:2]1[CH:29]=[C:28]([F:30])[CH:27]=[CH:26][C:3]=1[CH2:4][O:5][C:6]1[N:7]=[CH:8][N:9]([C:15]2[CH:16]=[C:17]([CH:22]=[CH:23][C:24]=2[CH3:25])[C:18]([O:20]C)=[O:19])[C:10](=[O:14])[C:11]=1[CH2:12][CH3:13].[OH-].[Na+].C(O)(=O)CC(CC(O)=O)(C(O)=O)O. The product is [F:1][C:2]1[CH:29]=[C:28]([F:30])[CH:27]=[CH:26][C:3]=1[CH2:4][O:5][C:6]1[N:7]=[CH:8][N:9]([C:15]2[CH:16]=[C:17]([CH:22]=[CH:23][C:24]=2[CH3:25])[C:18]([OH:20])=[O:19])[C:10](=[O:14])[C:11]=1[CH2:12][CH3:13]. The catalyst is O1CCOCC1. (5) The reactants are C(OC([N:8]1[CH2:13][CH2:12][CH:11]([C:14]#[C:15][CH2:16][CH2:17][CH2:18][Cl:19])[CH2:10][CH2:9]1)=O)(C)(C)C.C(O)(C(F)(F)F)=O. The product is [Cl:19][CH2:18][CH2:17][CH2:16][C:15]#[C:14][CH:11]1[CH2:10][CH2:9][NH:8][CH2:13][CH2:12]1. The catalyst is C(Cl)Cl. The yield is 0.500. (6) The reactants are [O:1]1[CH2:5][CH2:4][CH2:3][CH:2]1[C:6]1[CH:11]=[CH:10][CH:9]=[CH:8][C:7]=1[OH:12].C(=O)([O-])[O-].[K+].[K+].Br[CH2:20][C:21]([O:23][CH2:24][CH3:25])=[O:22]. The catalyst is CC(C)=O. The product is [O:1]1[CH2:5][CH2:4][CH2:3][CH:2]1[C:6]1[CH:11]=[CH:10][CH:9]=[CH:8][C:7]=1[O:12][CH2:20][C:21]([O:23][CH2:24][CH3:25])=[O:22]. The yield is 0.970. (7) The reactants are [NH2:1][C:2]1[CH:7]=[CH:6][C:5]([OH:8])=[C:4]([Cl:9])[CH:3]=1.O[CH2:11][C:12]1[CH:13]=[N:14][CH:15]=[CH:16][CH:17]=1.ClC1C=C(N)C=CC=1OCC1C=CC=CN=1. No catalyst specified. The product is [Cl:9][C:4]1[CH:3]=[C:2]([NH2:1])[CH:7]=[CH:6][C:5]=1[O:8][CH2:11][C:12]1[CH:13]=[N:14][CH:15]=[CH:16][CH:17]=1. The yield is 0.510.